Dataset: Forward reaction prediction with 1.9M reactions from USPTO patents (1976-2016). Task: Predict the product of the given reaction. (1) Given the reactants [NH2:1][C:2]1[CH:3]=[CH:4][C:5]([CH3:24])=[C:6]([CH:23]=1)[O:7][C:8]1[N:13]=[C:12]2[S:14][C:15]([NH:17][C:18]([CH:20]3[CH2:22][CH2:21]3)=[O:19])=[N:16][C:11]2=[CH:10][CH:9]=1.[CH:25]1[CH:26]=[CH:27][C:28]2N(O)N=N[C:29]=2[CH:30]=1.Cl.C(N=C=N[CH2:41][CH2:42][CH2:43]N(C)C)C.C(OCC)(=[O:49])C, predict the reaction product. The product is: [CH3:24][C:5]1[CH:4]=[CH:3][C:2]([NH:1][C:41](=[O:49])[C:42]#[C:43][C:29]2[CH:28]=[CH:27][CH:26]=[CH:25][CH:30]=2)=[CH:23][C:6]=1[O:7][C:8]1[N:13]=[C:12]2[S:14][C:15]([NH:17][C:18]([CH:20]3[CH2:22][CH2:21]3)=[O:19])=[N:16][C:11]2=[CH:10][CH:9]=1. (2) Given the reactants [OH:1][CH2:2][C@@H:3]([NH:5][C:6](=[O:12])[O:7][C:8]([CH3:11])([CH3:10])[CH3:9])[CH3:4].[F:13][C:14]1[CH:19]=[CH:18][C:17](O)=[C:16]([C:21]([F:24])([F:23])[F:22])[CH:15]=1.C1(P(C2C=CC=CC=2)C2C=CC=CC=2)C=CC=CC=1.N(C(OC(C)C)=O)=NC(OC(C)C)=O, predict the reaction product. The product is: [F:13][C:14]1[CH:19]=[CH:18][C:17]([O:1][CH2:2][C@@H:3]([NH:5][C:6](=[O:12])[O:7][C:8]([CH3:11])([CH3:10])[CH3:9])[CH3:4])=[C:16]([C:21]([F:22])([F:23])[F:24])[CH:15]=1. (3) Given the reactants [Na].F[C:3]1[CH:8]=[C:7]([C:9]2[C:10]([C:21]3[O:22][CH:23]=[CH:24][CH:25]=3)=[N:11][C:12]([NH2:20])=[N:13][C:14]=2[C:15]2[O:16][CH:17]=[CH:18][CH:19]=2)[CH:6]=[CH:5][N:4]=1, predict the reaction product. The product is: [CH2:15]([O:16][C:3]1[CH:8]=[C:7]([C:9]2[C:10]([C:21]3[O:22][CH:23]=[CH:24][CH:25]=3)=[N:11][C:12]([NH2:20])=[N:13][C:14]=2[C:15]2[O:16][CH:17]=[CH:18][CH:19]=2)[CH:6]=[CH:5][N:4]=1)[CH2:14][CH2:9][CH3:7]. (4) Given the reactants [CH3:1][O:2][C:3]1[CH:8]=[CH:7][CH:6]=[CH:5][C:4]=1B(O)O.[CH3:12][N:13]1[C:17]2=[N:18][C:19]([S:22][CH3:23])=[N:20][CH:21]=[C:16]2[C:15](=[O:24])[NH:14]1.N.C(=O)([O-])O.[Na+], predict the reaction product. The product is: [CH3:1][O:2][C:3]1[CH:8]=[CH:7][CH:6]=[CH:5][C:4]=1[N:14]1[C:15](=[O:24])[C:16]2[C:17](=[N:18][C:19]([S:22][CH3:23])=[N:20][CH:21]=2)[N:13]1[CH3:12]. (5) Given the reactants C([O:4][C@@H:5]1[C@@H:13]([CH2:14][O:15]C(=O)C)[O:12][C@H:11]2[C@H:7]([N:8]=[C:9]([NH:19][C:20](=[O:24])/[CH:21]=[CH:22]/[CH3:23])[S:10]2)[C@H:6]1[O:25]C(=O)C)(=O)C.C[O-].[Na+], predict the reaction product. The product is: [OH:4][C@@H:5]1[C@@H:13]([CH2:14][OH:15])[O:12][C@H:11]2[C@H:7]([N:8]=[C:9]([NH:19][C:20](=[O:24])/[CH:21]=[CH:22]/[CH3:23])[S:10]2)[C@H:6]1[OH:25].